Task: Predict the reactants needed to synthesize the given product.. Dataset: Full USPTO retrosynthesis dataset with 1.9M reactions from patents (1976-2016) (1) Given the product [CH2:32]([S:34]([C:37]1[CH:38]=[C:39]([C:43]2[CH:51]=[CH:50][C:49]([O:52][CH2:53][CH2:54][C:55]#[N:56])=[C:48]3[C:44]=2[C:45]2[CH:62]=[C:61]([CH3:63])[CH:60]=[N:59][C:46]=2[NH:47]3)[CH:40]=[CH:41][CH:42]=1)(=[O:36])=[O:35])[CH3:33], predict the reactants needed to synthesize it. The reactants are: C(S(C1C=C(C2C=CC(O)=C3C=2C2C=C(C)C=NC=2N3)C=CC=1)(=O)=O)C.BrCCC#N.[CH2:32]([S:34]([C:37]1[CH:38]=[C:39]([C:43]2[CH:51]=[CH:50][C:49]([O:52][CH2:53][CH2:54][CH2:55][N:56](C)C)=[C:48]3[C:44]=2[C:45]2[CH:62]=[C:61]([CH3:63])[CH:60]=[N:59][C:46]=2[NH:47]3)[CH:40]=[CH:41][CH:42]=1)(=[O:36])=[O:35])[CH3:33]. (2) Given the product [Cl:1][C:2]1[C:8]([OH:9])=[CH:7][C:5]2[N:6]=[C:12]([C:16]3[CH:20]=[CH:21][C:22]([OH:23])=[C:14]([F:13])[CH:15]=3)[O:11][C:4]=2[CH:3]=1, predict the reactants needed to synthesize it. The reactants are: [Cl:1][C:2]1[C:8]([O:9]C)=[CH:7][C:5]([NH2:6])=[C:4]([O:11][CH3:12])[CH:3]=1.[F:13][C:14]1[CH:15]=[C:16]([CH:20]=[CH:21][C:22]=1[O:23]C)C(O)=O. (3) The reactants are: [F:1][C:2]([F:20])([F:19])[C:3]1[CH:8]=[CH:7][C:6]([C@H:9]2[C:18]3[N:17]=[CH:16][CH:15]=[CH:14][C:13]=3[CH2:12][CH2:11][NH:10]2)=[CH:5][CH:4]=1.[N:21]([C:24]1[CH:25]=[N:26][CH:27]=[CH:28][CH:29]=1)=[C:22]=[O:23]. Given the product [N:26]1[CH:27]=[CH:28][CH:29]=[C:24]([NH:21][C:22]([N:10]2[C@@H:9]([C:6]3[CH:7]=[CH:8][C:3]([C:2]([F:1])([F:19])[F:20])=[CH:4][CH:5]=3)[C:18]3[N:17]=[CH:16][CH:15]=[CH:14][C:13]=3[CH2:12][CH2:11]2)=[O:23])[CH:25]=1, predict the reactants needed to synthesize it. (4) Given the product [ClH:25].[CH3:1][C:2]1[N:7]=[C:6]([C:8]([N:10]2[C@H:16]([CH2:17][O:18][C:26]3[CH:31]=[CH:30][C:29]([C:32]([F:35])([F:34])[F:33])=[CH:28][N:27]=3)[CH2:15][C@@H:14]3[C@@H:12]([CH2:13]3)[CH2:11]2)=[O:9])[C:5]([O:19][CH2:20][CH2:21][CH3:22])=[CH:4][CH:3]=1.[CH3:1][C:2]1[N:7]=[C:6]([C:8]([N:10]2[C@H:16]([CH2:17][O:18][C:26]3[CH:31]=[CH:30][C:29]([C:32]([F:35])([F:34])[F:33])=[CH:28][N:27]=3)[CH2:15][C@@H:14]3[C@@H:12]([CH2:13]3)[CH2:11]2)=[O:9])[C:5]([O:19][CH2:20][CH2:21][CH3:22])=[CH:4][CH:3]=1, predict the reactants needed to synthesize it. The reactants are: [CH3:1][C:2]1[N:7]=[C:6]([C:8]([N:10]2[C@H:16]([CH2:17][OH:18])[CH2:15][C@@H:14]3[C@@H:12]([CH2:13]3)[CH2:11]2)=[O:9])[C:5]([O:19][CH2:20][CH2:21][CH3:22])=[CH:4][CH:3]=1.[H-].[Na+].[Cl:25][C:26]1[CH:31]=[CH:30][C:29]([C:32]([F:35])([F:34])[F:33])=[CH:28][N:27]=1. (5) The reactants are: [Cl-].[OH:2][NH3+:3].[OH-].[Na+].[CH2:6]([O:13][CH2:14][CH2:15][CH2:16][C@H:17]([C:26]1[C:30]([I:31])=[C:29]([CH:32]=O)[O:28][N:27]=1)[CH2:18][C:19]([O:21][C:22]([CH3:25])([CH3:24])[CH3:23])=[O:20])[C:7]1[CH:12]=[CH:11][CH:10]=[CH:9][CH:8]=1.Cl. Given the product [CH2:6]([O:13][CH2:14][CH2:15][CH2:16][C@H:17]([C:26]1[C:30]([I:31])=[C:29]([CH:32]=[N:3][OH:2])[O:28][N:27]=1)[CH2:18][C:19]([O:21][C:22]([CH3:25])([CH3:24])[CH3:23])=[O:20])[C:7]1[CH:12]=[CH:11][CH:10]=[CH:9][CH:8]=1, predict the reactants needed to synthesize it.